From a dataset of Catalyst prediction with 721,799 reactions and 888 catalyst types from USPTO. Predict which catalyst facilitates the given reaction. (1) Product: [CH3:19][C:18]1[C:17]([C:13]2[CH:14]=[CH:15][CH:16]=[C:11]([C:10]([F:9])([F:22])[F:23])[CH:12]=2)=[N:8][C:1]2[C:2](=[CH:3][CH:4]=[CH:5][CH:6]=2)[N:7]=1. Reactant: [C:1]1([NH2:8])[CH:6]=[CH:5][CH:4]=[CH:3][C:2]=1[NH2:7].[F:9][C:10]([F:23])([F:22])[C:11]1[CH:12]=[C:13]([C:17](=O)[C:18](=O)[CH3:19])[CH:14]=[CH:15][CH:16]=1.Cl. The catalyst class is: 6. (2) Reactant: [N+:1]([C:4]1[CH:13]=[C:12]2[C:7]([CH2:8][CH2:9][NH:10][CH2:11]2)=[CH:6][CH:5]=1)([O-:3])=[O:2].I.CS[C:17]1[NH:18][CH2:19][CH2:20][N:21]=1.CO. Product: [NH:21]1[CH2:20][CH2:19][N:18]=[C:17]1[N:10]1[CH2:9][CH2:8][C:7]2[C:12](=[CH:13][C:4]([N+:1]([O-:3])=[O:2])=[CH:5][CH:6]=2)[CH2:11]1. The catalyst class is: 27. (3) Reactant: [H-].[Na+].[F:3][C:4]1[CH:11]=[CH:10][C:7]([CH2:8]N)=[CH:6][CH:5]=1.[F:12][C:13]1[CH:35]=[CH:34][C:16]([CH2:17][NH:18][C:19]([C:21]2[N:22]=[C:23]3[C:31]([C:32]#[N:33])=[CH:30][NH:29][N:24]3[C:25](=[O:28])[C:26]=2[OH:27])=[O:20])=[CH:15][CH:14]=1.FC1C=CC(CCl)=CC=1. Product: [F:12][C:13]1[CH:14]=[CH:15][C:16]([CH2:17][NH:18][C:19]([C:21]2[N:22]=[C:23]3[C:31]([C:32]#[N:33])=[CH:30][N:29]([CH2:8][C:7]4[CH:10]=[CH:11][C:4]([F:3])=[CH:5][CH:6]=4)[N:24]3[C:25](=[O:28])[C:26]=2[OH:27])=[O:20])=[CH:34][CH:35]=1. The catalyst class is: 3. (4) Reactant: [C:1]([C:9]1[CH:28]=[CH:27][C:12]([C:13]([NH:15][C:16]2[S:17][C:18]3[CH:24]=[C:23]([O:25][CH3:26])[CH:22]=[CH:21][C:19]=3[N:20]=2)=[O:14])=[CH:11][CH:10]=1)(=[O:8])[C:2]1[CH:7]=[CH:6][CH:5]=[CH:4][CH:3]=1.[Br:29]Br. Product: [C:1]([C:9]1[CH:10]=[CH:11][C:12]([C:13]([NH:15][C:16]2[S:17][C:18]3[CH:24]=[C:23]([O:25][CH3:26])[C:22]([Br:29])=[CH:21][C:19]=3[N:20]=2)=[O:14])=[CH:27][CH:28]=1)(=[O:8])[C:2]1[CH:3]=[CH:4][CH:5]=[CH:6][CH:7]=1. The catalyst class is: 61. (5) Reactant: [CH2:1]([O:3][C:4]([C:6]1[CH:10]=[C:9]([O:11][CH2:12][C:13]([N:15]2[CH2:19][CH2:18][CH2:17][C@H:16]2[C:20]([OH:22])=O)=[O:14])[N:8]([C:23]2[CH:28]=[CH:27][CH:26]=[CH:25][CH:24]=2)[N:7]=1)=[O:5])[CH3:2].CN(C(ON1N=[N:44][C:39]2[CH:40]=[CH:41][CH:42]=NC1=2)=[N+](C)C)C.F[P-](F)(F)(F)(F)F.CCN(C(C)C)C(C)C.C1(N)CCC1. Product: [CH2:1]([O:3][C:4]([C:6]1[CH:10]=[C:9]([O:11][CH2:12][C:13]([N:15]2[CH2:19][CH2:18][CH2:17][C@H:16]2[C:20](=[O:22])[NH:44][CH:39]2[CH2:40][CH2:41][CH2:42]2)=[O:14])[N:8]([C:23]2[CH:28]=[CH:27][CH:26]=[CH:25][CH:24]=2)[N:7]=1)=[O:5])[CH3:2]. The catalyst class is: 3. (6) The catalyst class is: 1. Reactant: [NH2:1][C:2]12[C:20](=[O:21])[C:19]3[C:14](=[CH:15][CH:16]=[CH:17][CH:18]=3)[C:3]1([OH:22])[O:4][C:5]1[CH:10]=[C:9]([CH:11]([CH3:13])[CH3:12])[CH:8]=[CH:7][C:6]=12.[CH3:23][C:24]([CH3:31])([CH3:30])[C:25](=[O:29])[C:26](O)=[O:27].O=P(Cl)(Cl)Cl. Product: [OH:22][C:3]12[C:14]3[C:19](=[CH:18][CH:17]=[CH:16][CH:15]=3)[C:20](=[O:21])[C:2]1([NH:1][C:26](=[O:27])[C:25](=[O:29])[C:24]([CH3:31])([CH3:30])[CH3:23])[C:6]1[CH:7]=[CH:8][C:9]([CH:11]([CH3:13])[CH3:12])=[CH:10][C:5]=1[O:4]2. (7) Reactant: [I:1][C:2]1[CH:10]=[C:9]2[C:5]([CH:6]=[CH:7][NH:8]2)=[CH:4][CH:3]=1.[BH3-]C#N.[Na+]. Product: [I:1][C:2]1[CH:10]=[C:9]2[C:5]([CH2:6][CH2:7][NH:8]2)=[CH:4][CH:3]=1. The catalyst class is: 52. (8) The catalyst class is: 59. Reactant: [CH3:1][O:2][C:3]1[CH:11]=[CH:10][C:9]([C:12]([O:14][CH3:15])=[O:13])=[CH:8][C:4]=1[C:5]([OH:7])=O.C(Cl)(=O)C(Cl)=O.N1C=CC=CC=1.[F:28][C:29]1[CH:35]=[CH:34][CH:33]=[C:32]([F:36])[C:30]=1[NH2:31].Cl. Product: [F:28][C:29]1[CH:35]=[CH:34][CH:33]=[C:32]([F:36])[C:30]=1[NH:31][C:5]([C:4]1[CH:8]=[C:9]([CH:10]=[CH:11][C:3]=1[O:2][CH3:1])[C:12]([O:14][CH3:15])=[O:13])=[O:7].